From a dataset of Full USPTO retrosynthesis dataset with 1.9M reactions from patents (1976-2016). Predict the reactants needed to synthesize the given product. (1) Given the product [NH2:45][C:44]1[CH:46]=[CH:47][CH:48]=[CH:49][C:43]=1[C:2]1[N:3]([CH2:21][C@@H:22]([C:23]([OH:25])=[O:24])[NH:27][C:28]([O:30][C:31]([CH3:34])([CH3:33])[CH3:32])=[O:29])[C:4]2[C:9]([C:10]=1[CH:11]1[CH2:12][CH2:13][CH2:14][CH2:15][CH2:16]1)=[CH:8][CH:7]=[C:6]([C:17]([O:19][CH3:20])=[O:18])[CH:5]=2, predict the reactants needed to synthesize it. The reactants are: Br[C:2]1[N:3]([CH2:21][CH:22]([NH:27][C:28]([O:30][C:31]([CH3:34])([CH3:33])[CH3:32])=[O:29])[C:23]([O:25]C)=[O:24])[C:4]2[C:9]([C:10]=1[CH:11]1[CH2:16][CH2:15][CH2:14][CH2:13][CH2:12]1)=[CH:8][CH:7]=[C:6]([C:17]([O:19][CH3:20])=[O:18])[CH:5]=2.CC1(C)C(C)(C)OB([C:43]2[CH:49]=[CH:48][CH:47]=[CH:46][C:44]=2[NH2:45])O1.[O-]P([O-])([O-])=O.[K+].[K+].[K+].C1(P(C2CCCCC2)C2C=CC=CC=2C2C(OC)=CC=CC=2OC)CCCCC1.Cl.[Li+].[OH-]. (2) Given the product [CH3:42][CH:41]([CH3:43])[CH:39]([NH:40][C:22]([C:20]1[S:21][C:17]([C:14]2[CH:13]=[CH:12][C:11]([N+:8]([O-:10])=[O:9])=[CH:16][CH:15]=2)=[CH:18][N:19]=1)=[O:24])[C:38]([O:37][CH3:36])=[O:44], predict the reactants needed to synthesize it. The reactants are: CN1CCOCC1.[N+:8]([C:11]1[CH:16]=[CH:15][C:14]([C:17]2[S:21][C:20]([C:22]([O:24]CC)=O)=[N:19][CH:18]=2)=[CH:13][CH:12]=1)([O-:10])=[O:9].ClC(OCC(C)C)=O.Cl.[CH3:36][O:37][C:38](=[O:44])[C@H:39]([CH:41]([CH3:43])[CH3:42])[NH2:40]. (3) Given the product [S:1]1([CH2:7][CH:6]=[CH:5][CH2:4]1)(=[O:3])=[O:2].[CH2:4]=[CH:5][CH:6]=[CH2:7], predict the reactants needed to synthesize it. The reactants are: [S:1]1([CH2:7][CH:6]=[CH:5][CH2:4]1)(=[O:3])=[O:2]. (4) Given the product [Br:1][C:2]1[CH:7]=[CH:6][C:5]([C:8]2[CH:13]=[CH:12][C:11]([N:14]([CH3:15])[CH3:16])=[CH:10][C:9]=2[CH2:17][OH:18])=[CH:4][CH:3]=1, predict the reactants needed to synthesize it. The reactants are: [Br:1][C:2]1[CH:7]=[CH:6][C:5]([C:8]2[C:9]([C:17](O)=[O:18])=[CH:10][C:11]([N:14]([CH3:16])[CH3:15])=[CH:12][CH:13]=2)=[CH:4][CH:3]=1. (5) Given the product [Cl:18][C:17]1[C:12]([CH2:10][N+:7]([O-:9])=[O:8])=[N:13][CH:14]=[C:15]([Cl:19])[CH:16]=1, predict the reactants needed to synthesize it. The reactants are: CC(C)([O-])C.[K+].[N+:7]([CH3:10])([O-:9])=[O:8].Cl[C:12]1[C:17]([Cl:18])=[CH:16][C:15]([Cl:19])=[CH:14][N:13]=1.Cl.